Dataset: Reaction yield outcomes from USPTO patents with 853,638 reactions. Task: Predict the reaction yield, written as a fraction of the theoretical maximum amount of product (1.0 means a 100% yield; for example, 0.34 means a 34% yield). (1) The reactants are Cl[C:2]1[CH:9]=[CH:8][C:5]([C:6]#[N:7])=[C:4]([O:10][CH2:11][C:12]([F:15])([F:14])[F:13])[N:3]=1.[B:16]1([OH:26])[C:20]2[CH:21]=[CH:22][C:23]([OH:25])=[CH:24][C:19]=2[CH2:18][O:17]1.C([O-])([O-])=O.[Cs+].[Cs+].Cl. The catalyst is CN(C=O)C. The product is [OH:26][B:16]1[C:20]2[CH:21]=[CH:22][C:23]([O:25][C:2]3[CH:9]=[CH:8][C:5]([C:6]#[N:7])=[C:4]([O:10][CH2:11][C:12]([F:15])([F:14])[F:13])[N:3]=3)=[CH:24][C:19]=2[CH2:18][O:17]1. The yield is 0.410. (2) The reactants are [C:1]([O:5][C:6]([NH:8][C@@H:9]1[CH2:14][CH2:13][C@@H:12]([C:15](=[O:17])[NH2:16])[CH2:11][C@@H:10]1[O:18]C(=O)C1C=CC([N+]([O-])=O)=CC=1)=[O:7])([CH3:4])([CH3:3])[CH3:2].C(=O)([O-])[O-].[K+].[K+]. The catalyst is CO. The product is [OH:18][C@@H:10]1[C@H:9]([NH:8][C:6]([O:5][C:1]([CH3:2])([CH3:3])[CH3:4])=[O:7])[CH2:14][CH2:13][C@@H:12]([C:15]([NH2:16])=[O:17])[CH2:11]1. The yield is 0.710. (3) The reactants are [Cl:1][C:2]1[C:3]([O:12][CH3:13])=[CH:4][C:5]([CH:9]([CH3:11])[CH3:10])=[C:6]([OH:8])[CH:7]=1.C([O-])([O-])=O.[K+].[K+].I[CH2:21][C:22]#[N:23]. The catalyst is CN(C=O)C. The product is [Cl:1][C:2]1[C:3]([O:12][CH3:13])=[CH:4][C:5]([CH:9]([CH3:11])[CH3:10])=[C:6]([CH:7]=1)[O:8][CH2:21][C:22]#[N:23]. The yield is 0.970. (4) The reactants are CS(O[CH2:6][CH:7]1[CH2:10][CH:9]([N:11]([CH2:13][C@@H:14]2[C@@H:21]3[C@@H:17]([O:18][C:19]([CH3:23])([CH3:22])[O:20]3)[C@H:16]([N:24]3[CH:32]=[N:31][C:30]4[C:25]3=[N:26][CH:27]=[N:28][C:29]=4[NH2:33])[O:15]2)[CH3:12])[CH2:8]1)(=O)=O.[N-:34]=[N+:35]=[N-:36].[Na+].O. The catalyst is CN(C=O)C. The product is [N:34]([CH2:6][CH:7]1[CH2:8][CH:9]([N:11]([CH2:13][C@@H:14]2[C@H:21]3[O:20][C:19]([CH3:22])([CH3:23])[O:18][C@H:17]3[C@H:16]([N:24]3[CH:32]=[N:31][C:30]4[C:25]3=[N:26][CH:27]=[N:28][C:29]=4[NH2:33])[O:15]2)[CH3:12])[CH2:10]1)=[N+:35]=[N-:36]. The yield is 0.670. (5) The yield is 0.700. The product is [F:12][C:5]1[C:6]2[O:10][CH2:9][O:8][C:7]=2[CH:11]=[C:3]([CH2:2][C:13]#[N:14])[CH:4]=1. The catalyst is CS(C)=O. The reactants are Cl[CH2:2][C:3]1[CH:4]=[C:5]([F:12])[C:6]2[O:10][CH2:9][O:8][C:7]=2[CH:11]=1.[C-:13]#[N:14].[Na+].O. (6) The catalyst is C(O)CCC. The reactants are [Br:1][C:2]1[CH:7]=[CH:6][CH:5]=[C:4](Br)[N:3]=1.[NH2:9][NH2:10]. The product is [Br:1][C:2]1[N:3]=[C:4]([NH:9][NH2:10])[CH:5]=[CH:6][CH:7]=1. The yield is 0.920.